This data is from Reaction yield outcomes from USPTO patents with 853,638 reactions. The task is: Predict the reaction yield, written as a fraction of the theoretical maximum amount of product (1.0 means a 100% yield; for example, 0.34 means a 34% yield). (1) The reactants are Cl[C:2]1[N:7]=[C:6]([O:8][CH:9]2[CH2:14][CH2:13][CH2:12][CH2:11][CH2:10]2)[C:5]2[C:15]([CH3:18])=[N:16][NH:17][C:4]=2[CH:3]=1.[CH:19]1(B(O)O)[CH2:21][CH2:20]1. The catalyst is C1C=CC(P(C2C=CC=CC=2)[C-]2C=CC=C2)=CC=1.C1C=CC(P(C2C=CC=CC=2)[C-]2C=CC=C2)=CC=1.Cl[Pd]Cl.[Fe+2]. The product is [CH:9]1([O:8][C:6]2[C:5]3[C:15]([CH3:18])=[N:16][NH:17][C:4]=3[CH:3]=[C:2]([CH:19]3[CH2:21][CH2:20]3)[N:7]=2)[CH2:14][CH2:13][CH2:12][CH2:11][CH2:10]1. The yield is 0.170. (2) The reactants are [CH3:1][Si:2]([CH3:12])([CH3:11])[C:3]1[CH:10]=[CH:9][C:6]([CH:7]=O)=[CH:5][CH:4]=1.[Cl:13][C:14]1[CH:15]=[C:16]([CH2:21][CH2:22][NH2:23])[CH:17]=[CH:18][C:19]=1[Cl:20].[BH4-].[Na+].O. The catalyst is CO. The product is [Cl:13][C:14]1[CH:15]=[C:16]([CH2:21][CH2:22][NH:23][CH2:7][C:6]2[CH:9]=[CH:10][C:3]([Si:2]([CH3:12])([CH3:11])[CH3:1])=[CH:4][CH:5]=2)[CH:17]=[CH:18][C:19]=1[Cl:20]. The yield is 1.00. (3) The reactants are [Cl:1][CH2:2][CH2:3][C:4]([C:6]1[CH:11]=[CH:10][C:9]([F:12])=[CH:8][CH:7]=1)=[O:5].[NH4+].[Cl-].I[CH2:16][C:17]([CH3:19])=[CH2:18]. The catalyst is C1COCC1.[Zn]. The product is [Cl:1][CH2:2][CH2:3][C:4]([C:6]1[CH:7]=[CH:8][C:9]([F:12])=[CH:10][CH:11]=1)([OH:5])[CH2:18][C:17]([CH3:19])=[CH2:16]. The yield is 0.760. (4) The reactants are F[C:2]1[CH:3]=[C:4]2[C:9](=[CH:10][C:11]=1[N+:12]([O-:14])=[O:13])[NH:8][C:7](=[O:15])[N:6]([NH:16][S:17]([CH3:20])(=[O:19])=[O:18])[C:5]2=[O:21].[CH3:22][NH:23][CH2:24][CH2:25][OH:26]. The yield is 0.710. No catalyst specified. The product is [OH:26][CH2:25][CH2:24][N:23]([CH3:22])[C:2]1[CH:3]=[C:4]2[C:9](=[CH:10][C:11]=1[N+:12]([O-:14])=[O:13])[NH:8][C:7](=[O:15])[N:6]([NH:16][S:17]([CH3:20])(=[O:19])=[O:18])[C:5]2=[O:21]. (5) The reactants are [CH2:1]([N:10]1[C:15](=[O:16])[C:14]([CH2:17]OS(C)(=O)=O)=[CH:13][C:12]([C:23]2[CH:28]=[CH:27][C:26]([F:29])=[C:25]([CH3:30])[CH:24]=2)=[N:11]1)[CH:2]=[CH:3][C:4]1[CH:9]=[CH:8][CH:7]=[CH:6][CH:5]=1.[CH3:31][NH:32][CH3:33]. No catalyst specified. The product is [CH2:1]([N:10]1[C:15](=[O:16])[C:14]([CH2:17][N:32]([CH3:33])[CH3:31])=[CH:13][C:12]([C:23]2[CH:28]=[CH:27][C:26]([F:29])=[C:25]([CH3:30])[CH:24]=2)=[N:11]1)[CH:2]=[CH:3][C:4]1[CH:9]=[CH:8][CH:7]=[CH:6][CH:5]=1. The yield is 0.909.